From a dataset of Reaction yield outcomes from USPTO patents with 853,638 reactions. Predict the reaction yield, written as a fraction of the theoretical maximum amount of product (1.0 means a 100% yield; for example, 0.34 means a 34% yield). (1) The reactants are [OH-].[Na+].[NH2:3][C:4]1([C:20]([OH:22])=[O:21])[CH2:11][CH:10]2[N:12]([CH2:13][C:14]3[CH:19]=[CH:18][CH:17]=[CH:16][CH:15]=3)[CH:6]([CH2:7][O:8][CH2:9]2)[CH2:5]1.[CH3:23][C:24]([O:27][C:28](O[C:28]([O:27][C:24]([CH3:26])([CH3:25])[CH3:23])=[O:29])=[O:29])([CH3:26])[CH3:25]. The catalyst is C1COCC1.O. The product is [CH2:13]([N:12]1[CH:10]2[CH2:11][C:4]([NH:3][C:28]([O:27][C:24]([CH3:26])([CH3:25])[CH3:23])=[O:29])([C:20]([OH:22])=[O:21])[CH2:5][CH:6]1[CH2:7][O:8][CH2:9]2)[C:14]1[CH:15]=[CH:16][CH:17]=[CH:18][CH:19]=1. The yield is 0.370. (2) The reactants are FC(F)(F)C(O)=O.[N:8]1([C:13]2[N:18]=[C:17]([CH:19]3[CH:23]([C:24](=[O:27])[NH:25][CH3:26])[CH2:22][CH2:21][N:20]3C(OC(C)(C)C)=O)[CH:16]=[C:15]([CH3:35])[N:14]=2)[CH:12]=[CH:11][N:10]=[CH:9]1.C([O-])([O-])=O.[Na+].[Na+]. The catalyst is C(Cl)Cl. The product is [N:8]1([C:13]2[N:18]=[C:17]([CH:19]3[CH:23]([C:24]([NH:25][CH3:26])=[O:27])[CH2:22][CH2:21][NH:20]3)[CH:16]=[C:15]([CH3:35])[N:14]=2)[CH:12]=[CH:11][N:10]=[CH:9]1. The yield is 0.430. (3) The reactants are Cl.S1[CH2:8][CH2:7]CNCC1.CC[N:11]([CH:15]([CH3:17])C)[CH:12]([CH3:14])C.Cl[C:19]1[N:23]([CH3:24])[N:22]=[CH:21][C:20]=1[N+:25]([O-:27])=[O:26].[F-].[K+].CS(C)=[O:32]. The catalyst is O. The product is [CH3:24][N:23]1[C:19]([N:11]2[CH2:12][CH:14]3[O:32][CH:17]([CH2:7][CH2:8]3)[CH2:15]2)=[C:20]([N+:25]([O-:27])=[O:26])[CH:21]=[N:22]1. The yield is 0.920. (4) The reactants are [Br:1][C:2]1[CH:3]=[N:4][N:5]([CH3:23])[C:6]=1[C:7]1[CH:8]=[C:9]([NH2:22])[CH:10]=[CH:11][C:12]=1[O:13][CH2:14][CH2:15][N:16]1[CH2:19][CH:18]([O:20][CH3:21])[CH2:17]1.N1C=CC=CC=1.[C:30](Cl)(=[O:35])[CH2:31][CH:32]([CH3:34])[CH3:33]. The catalyst is C(Cl)Cl. The product is [Br:1][C:2]1[CH:3]=[N:4][N:5]([CH3:23])[C:6]=1[C:7]1[CH:8]=[C:9]([NH:22][C:30](=[O:35])[CH2:31][CH:32]([CH3:34])[CH3:33])[CH:10]=[CH:11][C:12]=1[O:13][CH2:14][CH2:15][N:16]1[CH2:17][CH:18]([O:20][CH3:21])[CH2:19]1. The yield is 0.730.